From a dataset of Reaction yield outcomes from USPTO patents with 853,638 reactions. Predict the reaction yield, written as a fraction of the theoretical maximum amount of product (1.0 means a 100% yield; for example, 0.34 means a 34% yield). (1) The reactants are [Br:1][C:2]1[CH:7]=[CH:6][C:5]([CH:8]([C:14]([O:16][CH2:17][CH3:18])=[O:15])[C:9]([O:11][CH2:12][CH3:13])=[O:10])=[CH:4][CH:3]=1.[H-].[Na+].I[CH3:22]. The catalyst is C1COCC1. The product is [Br:1][C:2]1[CH:7]=[CH:6][C:5]([C:8]([CH3:22])([C:9]([O:11][CH2:12][CH3:13])=[O:10])[C:14]([O:16][CH2:17][CH3:18])=[O:15])=[CH:4][CH:3]=1. The yield is 0.550. (2) The reactants are P(Cl)(Cl)(Cl)=O.[NH:6]1[CH:10]=[N:9][CH:8]=[N:7]1.C(N(CC)CC)C.[F:18][C:19]1[C:20](=O)[NH:21][C:22](=[O:29])[N:23]([CH2:25][CH:26]([CH3:28])[CH3:27])[CH:24]=1.O. The catalyst is CC#N. The product is [F:18][C:19]1[C:20]([N:6]2[CH:10]=[N:9][CH:8]=[N:7]2)=[N:21][C:22](=[O:29])[N:23]([CH2:25][CH:26]([CH3:27])[CH3:28])[CH:24]=1. The yield is 0.740.